This data is from Catalyst prediction with 721,799 reactions and 888 catalyst types from USPTO. The task is: Predict which catalyst facilitates the given reaction. (1) Reactant: [C:1]([O:5][C:6](=[O:31])[CH2:7][O:8][C@H:9]1[CH2:14][CH2:13][CH2:12][C@@H:11]([NH:15][C:16]2[C:17]3[CH:24]=[C:23]([C:25]4[CH:30]=[CH:29][CH:28]=[CH:27][CH:26]=4)[O:22][C:18]=3[N:19]=[CH:20][N:21]=2)[CH2:10]1)([CH3:4])([CH3:3])[CH3:2].C1C(=O)N([Br:39])C(=O)C1. Product: [C:1]([O:5][C:6](=[O:31])[CH2:7][O:8][C@H:9]1[CH2:14][CH2:13][CH2:12][C@@H:11]([NH:15][C:16]2[C:17]3[C:24]([Br:39])=[C:23]([C:25]4[CH:26]=[CH:27][CH:28]=[CH:29][CH:30]=4)[O:22][C:18]=3[N:19]=[CH:20][N:21]=2)[CH2:10]1)([CH3:4])([CH3:2])[CH3:3]. The catalyst class is: 717. (2) Reactant: [BH4-].[Na+:2].[C:3]([O-:15])(=[O:14])[CH2:4][C:5]([CH2:10][C:11]([O-:13])=[O:12])([C:7]([O-:9])=[O:8])[OH:6]. Product: [OH2:6].[OH2:6].[C:3]([O-:15])(=[O:14])[CH2:4][C:5]([CH2:10][C:11]([O-:13])=[O:12])([C:7]([O-:9])=[O:8])[OH:6].[Na+:2].[Na+:2].[Na+:2]. The catalyst class is: 6. (3) Reactant: CC([O-])=O.[K+].[Cl:6][C:7]1[C:12]([NH:13][C:14]([C:16]2[C:17]([NH:22][CH2:23][CH3:24])=[N:18][CH:19]=[CH:20][CH:21]=2)=[O:15])=[C:11]([CH3:25])[CH:10]=[C:9]([Cl:26])[N:8]=1.[Br:27]Br.O. Product: [Br:27][C:20]1[CH:21]=[C:16]([C:14]([NH:13][C:12]2[C:7]([Cl:6])=[N:8][C:9]([Cl:26])=[CH:10][C:11]=2[CH3:25])=[O:15])[C:17]([NH:22][CH2:23][CH3:24])=[N:18][CH:19]=1. The catalyst class is: 52. (4) Reactant: [CH2:1]([O:3][C:4](=[O:23])[CH:5]=[CH:6][C:7]1[CH:12]=[CH:11][C:10]([CH:13]([NH:15][C:16]([O:18][C:19]([CH3:22])([CH3:21])[CH3:20])=[O:17])[CH3:14])=[CH:9][CH:8]=1)[CH3:2]. Product: [CH2:1]([O:3][C:4](=[O:23])[CH2:5][CH2:6][C:7]1[CH:12]=[CH:11][C:10]([CH:13]([NH:15][C:16]([O:18][C:19]([CH3:20])([CH3:22])[CH3:21])=[O:17])[CH3:14])=[CH:9][CH:8]=1)[CH3:2]. The catalyst class is: 261. (5) Reactant: [O:1]=[C:2]([C:6]1[CH:11]=[CH:10][CH:9]=[CH:8][CH:7]=1)[CH2:3][C:4]#[N:5].[Cl:12][C:13]1[CH:14]=[C:15]([CH:17]=[CH:18][C:19]=1[O:20][CH3:21])[NH2:16]. Product: [Cl:12][C:13]1[CH:14]=[C:15]([NH:16][C:4](=[NH:5])[CH2:3][C:2](=[O:1])[C:6]2[CH:7]=[CH:8][CH:9]=[CH:10][CH:11]=2)[CH:17]=[CH:18][C:19]=1[O:20][CH3:21]. The catalyst class is: 8. (6) Reactant: [Cl:1][C:2]1[CH:7]=[CH:6][C:5]([CH2:8][CH:9]([CH3:14])[CH2:10][S:11]([CH3:13])=[O:12])=[CH:4][N:3]=1.[N-:15]=[N+]=[N-].[Na+].OS(O)(=O)=O. Product: [Cl:1][C:2]1[CH:7]=[CH:6][C:5]([CH2:8][CH:9]([CH3:14])[CH2:10][S:11]([CH3:13])(=[NH:15])=[O:12])=[CH:4][N:3]=1. The catalyst class is: 22.